This data is from Full USPTO retrosynthesis dataset with 1.9M reactions from patents (1976-2016). The task is: Predict the reactants needed to synthesize the given product. Given the product [O:1]1[C:5]2[CH:6]=[CH:7][C:8]([C:10]3[S:11][CH:12]=[C:13]([C:15]([NH:18][C:19]4[N:23]([CH3:24])[C:22]5[CH:25]=[CH:26][CH:27]=[CH:28][C:21]=5[N:20]=4)=[O:17])[N:14]=3)=[CH:9][C:4]=2[CH2:3][CH2:2]1, predict the reactants needed to synthesize it. The reactants are: [O:1]1[C:5]2[CH:6]=[CH:7][C:8]([C:10]3[S:11][CH:12]=[C:13]([C:15]([OH:17])=O)[N:14]=3)=[CH:9][C:4]=2[CH2:3][CH2:2]1.[NH2:18][C:19]1[N:23]([CH3:24])[C:22]2[CH:25]=[CH:26][CH:27]=[CH:28][C:21]=2[N:20]=1.F[P-](F)(F)(F)(F)F.N1(OC(N(C)C)=[N+](C)C)C2C=CC=CC=2N=N1.C(N(CC)C(C)C)(C)C.